Dataset: NCI-60 drug combinations with 297,098 pairs across 59 cell lines. Task: Regression. Given two drug SMILES strings and cell line genomic features, predict the synergy score measuring deviation from expected non-interaction effect. (1) Drug 2: CNC(=O)C1=NC=CC(=C1)OC2=CC=C(C=C2)NC(=O)NC3=CC(=C(C=C3)Cl)C(F)(F)F. Cell line: BT-549. Drug 1: C1=CC(=CC=C1C#N)C(C2=CC=C(C=C2)C#N)N3C=NC=N3. Synergy scores: CSS=5.41, Synergy_ZIP=3.28, Synergy_Bliss=-0.707, Synergy_Loewe=-4.11, Synergy_HSA=-4.13. (2) Drug 1: CC1=C(C=C(C=C1)NC(=O)C2=CC=C(C=C2)CN3CCN(CC3)C)NC4=NC=CC(=N4)C5=CN=CC=C5. Drug 2: C1=CC=C(C(=C1)C(C2=CC=C(C=C2)Cl)C(Cl)Cl)Cl. Cell line: HCC-2998. Synergy scores: CSS=-7.95, Synergy_ZIP=5.36, Synergy_Bliss=3.53, Synergy_Loewe=-3.27, Synergy_HSA=-4.33. (3) Drug 1: CC1OCC2C(O1)C(C(C(O2)OC3C4COC(=O)C4C(C5=CC6=C(C=C35)OCO6)C7=CC(=C(C(=C7)OC)O)OC)O)O. Drug 2: C1=NC2=C(N1)C(=S)N=CN2. Cell line: SK-MEL-28. Synergy scores: CSS=4.36, Synergy_ZIP=-7.42, Synergy_Bliss=-2.27, Synergy_Loewe=-5.82, Synergy_HSA=-2.61. (4) Drug 1: CC1=C(N=C(N=C1N)C(CC(=O)N)NCC(C(=O)N)N)C(=O)NC(C(C2=CN=CN2)OC3C(C(C(C(O3)CO)O)O)OC4C(C(C(C(O4)CO)O)OC(=O)N)O)C(=O)NC(C)C(C(C)C(=O)NC(C(C)O)C(=O)NCCC5=NC(=CS5)C6=NC(=CS6)C(=O)NCCC[S+](C)C)O. Drug 2: C(CN)CNCCSP(=O)(O)O. Cell line: M14. Synergy scores: CSS=30.4, Synergy_ZIP=-2.72, Synergy_Bliss=0.653, Synergy_Loewe=-29.5, Synergy_HSA=-0.289. (5) Drug 1: CC(CN1CC(=O)NC(=O)C1)N2CC(=O)NC(=O)C2. Drug 2: C1CN1P(=S)(N2CC2)N3CC3. Cell line: NCI-H460. Synergy scores: CSS=41.9, Synergy_ZIP=-4.71, Synergy_Bliss=-7.17, Synergy_Loewe=-7.59, Synergy_HSA=-3.24. (6) Drug 1: C1CN1C2=NC(=NC(=N2)N3CC3)N4CC4. Drug 2: CCC1(C2=C(COC1=O)C(=O)N3CC4=CC5=C(C=CC(=C5CN(C)C)O)N=C4C3=C2)O.Cl. Cell line: LOX IMVI. Synergy scores: CSS=59.2, Synergy_ZIP=-3.80, Synergy_Bliss=-5.20, Synergy_Loewe=1.29, Synergy_HSA=3.56. (7) Drug 1: CCC1(CC2CC(C3=C(CCN(C2)C1)C4=CC=CC=C4N3)(C5=C(C=C6C(=C5)C78CCN9C7C(C=CC9)(C(C(C8N6C)(C(=O)OC)O)OC(=O)C)CC)OC)C(=O)OC)O.OS(=O)(=O)O. Drug 2: CN(CC1=CN=C2C(=N1)C(=NC(=N2)N)N)C3=CC=C(C=C3)C(=O)NC(CCC(=O)O)C(=O)O. Cell line: DU-145. Synergy scores: CSS=43.6, Synergy_ZIP=2.77, Synergy_Bliss=5.39, Synergy_Loewe=-5.66, Synergy_HSA=7.85. (8) Drug 1: C1CCC(C1)C(CC#N)N2C=C(C=N2)C3=C4C=CNC4=NC=N3. Drug 2: C1C(C(OC1N2C=NC(=NC2=O)N)CO)O. Cell line: T-47D. Synergy scores: CSS=-1.89, Synergy_ZIP=5.90, Synergy_Bliss=8.85, Synergy_Loewe=-0.406, Synergy_HSA=2.12. (9) Drug 1: COC1=CC(=CC(=C1O)OC)C2C3C(COC3=O)C(C4=CC5=C(C=C24)OCO5)OC6C(C(C7C(O6)COC(O7)C8=CC=CS8)O)O. Drug 2: CC1=C(C(=CC=C1)Cl)NC(=O)C2=CN=C(S2)NC3=CC(=NC(=N3)C)N4CCN(CC4)CCO. Cell line: SK-MEL-5. Synergy scores: CSS=32.0, Synergy_ZIP=1.21, Synergy_Bliss=2.02, Synergy_Loewe=-7.41, Synergy_HSA=-5.24. (10) Drug 1: CC(C)CN1C=NC2=C1C3=CC=CC=C3N=C2N. Drug 2: COCCOC1=C(C=C2C(=C1)C(=NC=N2)NC3=CC=CC(=C3)C#C)OCCOC.Cl. Cell line: SK-MEL-28. Synergy scores: CSS=-0.697, Synergy_ZIP=1.24, Synergy_Bliss=1.35, Synergy_Loewe=-1.95, Synergy_HSA=-2.23.